Dataset: Catalyst prediction with 721,799 reactions and 888 catalyst types from USPTO. Task: Predict which catalyst facilitates the given reaction. (1) Reactant: Br[CH2:2]/[CH:3]=[CH:4]/[C:5]([NH:7][C:8]1[CH:9]=[C:10]2[C:15](=[CH:16][C:17]=1[O:18][CH2:19][CH3:20])[N:14]=[CH:13][N:12]=[C:11]2[NH:21][C:22]1[CH:27]=[CH:26][C:25]([F:28])=[C:24]([Cl:29])[CH:23]=1)=[O:6].C(N(C(C)C)CC)(C)C.[O:39]1[C@H:44]2[CH2:45][NH:46][CH2:47][C@H:43]2[O:42][CH2:41][CH2:40]1.O. Product: [Cl:29][C:24]1[CH:23]=[C:22]([NH:21][C:11]2[C:10]3[C:15](=[CH:16][C:17]([O:18][CH2:19][CH3:20])=[C:8]([NH:7][C:5](=[O:6])/[CH:4]=[CH:3]/[CH2:2][N:46]4[CH2:45][C@H:44]5[O:39][CH2:40][CH2:41][O:42][C@H:43]5[CH2:47]4)[CH:9]=3)[N:14]=[CH:13][N:12]=2)[CH:27]=[CH:26][C:25]=1[F:28]. The catalyst class is: 80. (2) Reactant: C(Cl)(=O)C(Cl)=O.CS(C)=O.[C:11]([O:15][C:16](=[O:23])[NH:17][C@@H:18]([CH2:21][CH3:22])[CH2:19][OH:20])([CH3:14])([CH3:13])[CH3:12].C(N(CC)CC)C. Product: [O:20]=[CH:19][C@@H:18]([NH:17][C:16](=[O:23])[O:15][C:11]([CH3:14])([CH3:13])[CH3:12])[CH2:21][CH3:22]. The catalyst class is: 2. (3) The catalyst class is: 20. Reactant: Br[C:2]1[CH:7]=[CH:6][C:5]([OH:8])=[C:4]([F:9])[CH:3]=1.C([Li])CCC.Cl[Si:16]([CH3:19])([CH3:18])[CH3:17].Cl.[F-].C([N+](CCCC)(CCCC)CCCC)CCC. Product: [F:9][C:4]1[CH:3]=[C:2]([Si:16]([CH3:19])([CH3:18])[CH3:17])[CH:7]=[CH:6][C:5]=1[OH:8]. (4) Reactant: [Na].[CH:2]1([OH:8])[CH2:7][CH2:6][CH2:5][CH2:4][CH2:3]1.[Br:9][C:10]1[CH:11]=[N:12][CH:13]=[C:14](Br)[CH:15]=1.O. Product: [Br:9][C:10]1[CH:11]=[N:12][CH:13]=[C:14]([O:8][CH:2]2[CH2:7][CH2:6][CH2:5][CH2:4][CH2:3]2)[CH:15]=1. The catalyst class is: 60. (5) Reactant: [F:1][C:2]1[CH:10]=[CH:9][CH:8]=[C:7]2[C:3]=1[CH2:4][N:5]([C:11]([O:13][C@H:14]1[CH2:36][N:35]3[C@H:16]([C:17](=[O:63])[NH:18][C@@:19]4([CH2:60][C@H:59]4[CH:61]=[CH2:62])[C:20](=[O:58])[NH:21][S:22](=[O:57])(=[O:56])[C:23]4[CH:54]=[C:53]([F:55])[CH:52]=[CH:51][C:24]=4[NH:25][CH2:26][CH2:27][CH2:28][CH2:29][CH2:30][CH2:31][CH2:32][C@H:33]([NH:38]S(C4C=CC=CC=4[N+]([O-])=O)(=O)=O)[C:34]3=[O:37])[CH2:15]1)=[O:12])[CH2:6]2.[N+](C1C=CC=CC=1S(N[C@@H](CCCCCCC=C)C(OCC)=O)(=O)=O)([O-])=O.C1CCN2C(=NCCC2)CC1. Product: [F:1][C:2]1[CH:10]=[CH:9][CH:8]=[C:7]2[C:3]=1[CH2:4][N:5]([C:11]([O:13][C@H:14]1[CH2:36][N:35]3[C@H:16]([C:17](=[O:63])[NH:18][C@@:19]4([CH2:60][C@H:59]4[CH:61]=[CH2:62])[C:20](=[O:58])[NH:21][S:22](=[O:56])(=[O:57])[C:23]4[CH:54]=[C:53]([F:55])[CH:52]=[CH:51][C:24]=4[NH:25][CH2:26][CH2:27][CH2:28][CH2:29][CH2:30][CH2:31][CH2:32][C@H:33]([NH2:38])[C:34]3=[O:37])[CH2:15]1)=[O:12])[CH2:6]2. The catalyst class is: 10. (6) Reactant: [C:1]([O:9][CH2:10][C@@H:11]1[C:15]([O:17][C:18](=[O:20])[CH3:19])([CH3:16])[C@:14]([F:22])([CH3:21])[CH:13]([N:23]2[CH:31]=[N:30][C:29]3[C:24]2=[N:25][CH:26]=[N:27][C:28]=3Cl)[O:12]1)(=[O:8])[C:2]1[CH:7]=[CH:6][CH:5]=[CH:4][CH:3]=1.[Cl:33][C:34]1[CH:41]=[CH:40][CH:39]=[CH:38][C:35]=1[CH2:36][NH2:37].O. Product: [C:1]([O:9][CH2:10][C@@H:11]1[C:15]([O:17][C:18](=[O:20])[CH3:19])([CH3:16])[C@:14]([F:22])([CH3:21])[CH:13]([N:23]2[CH:31]=[N:30][C:29]3[C:24]2=[N:25][CH:26]=[N:27][C:28]=3[NH:37][CH2:36][C:35]2[CH:38]=[CH:39][CH:40]=[CH:41][C:34]=2[Cl:33])[O:12]1)(=[O:8])[C:2]1[CH:7]=[CH:6][CH:5]=[CH:4][CH:3]=1. The catalyst class is: 8. (7) Reactant: [CH3:1][N:2]([C:24]1[CH:25]=[N:26][CH:27]=[CH:28][CH:29]=1)[C:3]1[C:8]([CH:9](O)[CH:10]([C:17]2[CH:18]=[N:19][CH:20]=[CH:21][CH:22]=2)[C:11]2[CH:12]=[N:13][CH:14]=[CH:15][CH:16]=2)=[CH:7][CH:6]=[CH:5][N:4]=1.CCN(S(F)(F)[F:36])CC. Product: [F:36][CH:9]([C:8]1[C:3]([N:2]([CH3:1])[C:24]2[CH:25]=[N:26][CH:27]=[CH:28][CH:29]=2)=[N:4][CH:5]=[CH:6][CH:7]=1)[CH:10]([C:17]1[CH:18]=[N:19][CH:20]=[CH:21][CH:22]=1)[C:11]1[CH:12]=[N:13][CH:14]=[CH:15][CH:16]=1. The catalyst class is: 2. (8) Reactant: C([N:8]1[CH2:13][CH2:12][CH2:11][C@H:10]([O:14][C:15]2[C:27]([CH:28]3[CH2:30][CH2:29]3)=[CH:26][C:18]([C:19]([O:21][C:22]([CH3:25])([CH3:24])[CH3:23])=[O:20])=[C:17]([F:31])[CH:16]=2)[C@@H:9]1[CH3:32])C1C=CC=CC=1.C([O-])=O.[NH4+]. Product: [CH:28]1([C:27]2[C:15]([O:14][C@H:10]3[CH2:11][CH2:12][CH2:13][NH:8][C@H:9]3[CH3:32])=[CH:16][C:17]([F:31])=[C:18]([CH:26]=2)[C:19]([O:21][C:22]([CH3:25])([CH3:24])[CH3:23])=[O:20])[CH2:30][CH2:29]1. The catalyst class is: 19.